The task is: Predict the product of the given reaction.. This data is from Forward reaction prediction with 1.9M reactions from USPTO patents (1976-2016). (1) Given the reactants [NH:1](C(OCC1C2C(=CC=CC=2)C2C1=CC=CC=2)=O)[C@H:2]([C:11]([NH:13][C@H:14]([C:36]([O:38][C:39]([CH3:42])([CH3:41])[CH3:40])=[O:37])[CH2:15][S:16][C:17]([C:30]1[CH:35]=[CH:34][CH:33]=[CH:32][CH:31]=1)([C:24]1[CH:29]=[CH:28][CH:27]=[CH:26][CH:25]=1)[C:18]1[CH:23]=[CH:22][CH:21]=[CH:20][CH:19]=1)=[O:12])[CH2:3][NH:4][C:5]([O:7][CH2:8][CH:9]=[CH2:10])=[O:6].C(NCC)C, predict the reaction product. The product is: [NH2:1][C@H:2]([C:11]([NH:13][C@H:14]([C:36]([O:38][C:39]([CH3:42])([CH3:41])[CH3:40])=[O:37])[CH2:15][S:16][C:17]([C:24]1[CH:25]=[CH:26][CH:27]=[CH:28][CH:29]=1)([C:30]1[CH:35]=[CH:34][CH:33]=[CH:32][CH:31]=1)[C:18]1[CH:19]=[CH:20][CH:21]=[CH:22][CH:23]=1)=[O:12])[CH2:3][NH:4][C:5]([O:7][CH2:8][CH:9]=[CH2:10])=[O:6]. (2) Given the reactants [Cl:1][C:2]1[CH:3]=[CH:4][C:5]2[N:11]3[C:12]([C:15]([F:18])([F:17])[F:16])=[N:13][N:14]=[C:10]3[C@@H:9]([CH2:19][CH2:20][N:21]3[C:25]([CH2:26][C:27]([O:29]C)=[O:28])=[CH:24][CH:23]=[N:22]3)[S:8][C@H:7]([C:31]3[CH:36]=[CH:35][CH:34]=[C:33]([O:37][CH3:38])[C:32]=3[O:39][CH3:40])[C:6]=2[CH:41]=1.O.[OH-].[Li+], predict the reaction product. The product is: [Cl:1][C:2]1[CH:3]=[CH:4][C:5]2[N:11]3[C:12]([C:15]([F:16])([F:17])[F:18])=[N:13][N:14]=[C:10]3[C@@H:9]([CH2:19][CH2:20][N:21]3[C:25]([CH2:26][C:27]([OH:29])=[O:28])=[CH:24][CH:23]=[N:22]3)[S:8][C@H:7]([C:31]3[CH:36]=[CH:35][CH:34]=[C:33]([O:37][CH3:38])[C:32]=3[O:39][CH3:40])[C:6]=2[CH:41]=1. (3) Given the reactants [N+:1]([CH2:4][C:5]1[CH:10]=[CH:9][CH:8]=[CH:7][CH:6]=1)([O-:3])=[O:2].CN(P(N(C)C)(N(C)C)=O)C.[Li]CCCC.[C:27]([O:31][C:32](=[O:40])[N:33]([CH:35]([CH3:39])[CH2:36][CH2:37]Br)[CH3:34])([CH3:30])([CH3:29])[CH3:28], predict the reaction product. The product is: [C:27]([O:31][C:32](=[O:40])[N:33]([CH3:34])[CH:35]([CH3:39])[CH2:36][CH2:37][CH:4]([N+:1]([O-:3])=[O:2])[C:5]1[CH:10]=[CH:9][CH:8]=[CH:7][CH:6]=1)([CH3:29])([CH3:30])[CH3:28].